Task: Predict which catalyst facilitates the given reaction.. Dataset: Catalyst prediction with 721,799 reactions and 888 catalyst types from USPTO (1) The catalyst class is: 16. Reactant: [Cl:1][C:2]1[N:3]=[C:4](Cl)[C:5]2[N:10]=[CH:9][S:8][C:6]=2[N:7]=1.[CH3:12][O:13][C:14]1[CH:15]=[C:16]([NH2:24])[CH:17]=[C:18]([O:22][CH3:23])[C:19]=1[O:20][CH3:21].CCN(C(C)C)C(C)C.O. Product: [Cl:1][C:2]1[N:3]=[C:4]([NH:24][C:16]2[CH:17]=[C:18]([O:22][CH3:23])[C:19]([O:20][CH3:21])=[C:14]([O:13][CH3:12])[CH:15]=2)[C:5]2[N:10]=[CH:9][S:8][C:6]=2[N:7]=1. (2) Reactant: F[C:2]1[CH:9]=[CH:8][C:5]([C:6]#[N:7])=[C:4]([CH3:10])[CH:3]=1.O.[NH2:12][NH2:13].O.[ClH:15]. Product: [ClH:15].[NH:12]([C:2]1[CH:9]=[CH:8][C:5]([C:6]#[N:7])=[C:4]([CH3:10])[CH:3]=1)[NH2:13]. The catalyst class is: 621. (3) Reactant: [OH:1][CH2:2][N:3]1[C:7](=[O:8])[C:6]([C:15]2[CH:20]=[CH:19][CH:18]=[CH:17][CH:16]=2)([C:9]2[CH:14]=[CH:13][CH:12]=[CH:11][CH:10]=2)[NH:5][C:4]1=[O:21].N1C=CC=CC=1.BrN1C(=O)CCC1=O.[P:36]([O-:53])([O:45][CH2:46][C:47]1[CH:52]=[CH:51][CH:50]=[CH:49][CH:48]=1)[O:37][CH2:38][C:39]1[CH:44]=[CH:43][CH:42]=[CH:41][CH:40]=1.S([O-])([O-])(=O)=S.[Na+].[Na+]. Product: [CH2:46]([O:45][P:36](=[O:53])([O:37][CH2:38][C:39]1[CH:40]=[CH:41][CH:42]=[CH:43][CH:44]=1)[O:1][CH2:2][N:3]1[C:7](=[O:8])[C:6]([C:15]2[CH:16]=[CH:17][CH:18]=[CH:19][CH:20]=2)([C:9]2[CH:14]=[CH:13][CH:12]=[CH:11][CH:10]=2)[NH:5][C:4]1=[O:21])[C:47]1[CH:48]=[CH:49][CH:50]=[CH:51][CH:52]=1. The catalyst class is: 647.